Dataset: NCI-60 drug combinations with 297,098 pairs across 59 cell lines. Task: Regression. Given two drug SMILES strings and cell line genomic features, predict the synergy score measuring deviation from expected non-interaction effect. (1) Drug 1: CNC(=O)C1=CC=CC=C1SC2=CC3=C(C=C2)C(=NN3)C=CC4=CC=CC=N4. Drug 2: CCC1(CC2CC(C3=C(CCN(C2)C1)C4=CC=CC=C4N3)(C5=C(C=C6C(=C5)C78CCN9C7C(C=CC9)(C(C(C8N6C=O)(C(=O)OC)O)OC(=O)C)CC)OC)C(=O)OC)O.OS(=O)(=O)O. Cell line: NCI/ADR-RES. Synergy scores: CSS=-3.85, Synergy_ZIP=0.835, Synergy_Bliss=-3.23, Synergy_Loewe=-3.61, Synergy_HSA=-4.92. (2) Drug 1: CN1C2=C(C=C(C=C2)N(CCCl)CCCl)N=C1CCCC(=O)O.Cl. Drug 2: N.N.Cl[Pt+2]Cl. Cell line: DU-145. Synergy scores: CSS=31.9, Synergy_ZIP=1.96, Synergy_Bliss=3.48, Synergy_Loewe=-29.5, Synergy_HSA=0.389. (3) Cell line: SNB-19. Drug 1: C1=CC(=CC=C1CCC2=CNC3=C2C(=O)NC(=N3)N)C(=O)NC(CCC(=O)O)C(=O)O. Drug 2: C1CN(CCN1C(=O)CCBr)C(=O)CCBr. Synergy scores: CSS=35.8, Synergy_ZIP=0.153, Synergy_Bliss=-0.423, Synergy_Loewe=-6.21, Synergy_HSA=3.03. (4) Drug 1: CCCS(=O)(=O)NC1=C(C(=C(C=C1)F)C(=O)C2=CNC3=C2C=C(C=N3)C4=CC=C(C=C4)Cl)F. Drug 2: CC12CCC3C(C1CCC2OP(=O)(O)O)CCC4=C3C=CC(=C4)OC(=O)N(CCCl)CCCl.[Na+]. Cell line: NCI-H460. Synergy scores: CSS=-5.64, Synergy_ZIP=-0.105, Synergy_Bliss=-2.89, Synergy_Loewe=-4.52, Synergy_HSA=-4.65. (5) Drug 1: C1=CC(=CC=C1CCCC(=O)O)N(CCCl)CCCl. Drug 2: CC1=CC=C(C=C1)C2=CC(=NN2C3=CC=C(C=C3)S(=O)(=O)N)C(F)(F)F. Cell line: SN12C. Synergy scores: CSS=21.9, Synergy_ZIP=-6.51, Synergy_Bliss=-1.85, Synergy_Loewe=-6.04, Synergy_HSA=-1.66. (6) Drug 1: C1CC(C1)(C(=O)O)C(=O)O.[NH2-].[NH2-].[Pt+2]. Drug 2: COC1=NC(=NC2=C1N=CN2C3C(C(C(O3)CO)O)O)N. Cell line: SW-620. Synergy scores: CSS=5.64, Synergy_ZIP=-1.41, Synergy_Bliss=0.396, Synergy_Loewe=-3.49, Synergy_HSA=0.193. (7) Synergy scores: CSS=33.2, Synergy_ZIP=2.13, Synergy_Bliss=-0.390, Synergy_Loewe=-35.2, Synergy_HSA=-0.359. Cell line: SK-OV-3. Drug 2: CC1CCCC2(C(O2)CC(NC(=O)CC(C(C(=O)C(C1O)C)(C)C)O)C(=CC3=CSC(=N3)C)C)C. Drug 1: C1=CC=C(C(=C1)C(C2=CC=C(C=C2)Cl)C(Cl)Cl)Cl.